This data is from hERG Central: cardiac toxicity at 1µM, 10µM, and general inhibition. The task is: Predict hERG channel inhibition at various concentrations. (1) The molecule is Cc1nc(NNC(=O)c2ccc([N+](=O)[O-])cc2)cc(-c2ccccc2)n1. Results: hERG_inhib (hERG inhibition (general)): blocker. (2) The drug is COc1ccc(/C=C/C(=O)OCC(=O)NCc2ccco2)cc1OC. Results: hERG_inhib (hERG inhibition (general)): blocker. (3) Results: hERG_inhib (hERG inhibition (general)): blocker. The compound is CC(=O)c1ccc(N(C(=O)Cn2nnc3ccccc32)C(C(=O)NCc2ccccc2)c2ccccn2)cc1. (4) The molecule is N=c1c(-c2nc3ccccc3[nH]2)cc(C(=O)c2ccco2)nn1-c1ccccc1. Results: hERG_inhib (hERG inhibition (general)): blocker. (5) The drug is O=C(NCCN1CCOCC1)/C(=C/c1ccc(F)cc1)NC(=O)c1ccccc1. Results: hERG_inhib (hERG inhibition (general)): blocker.